From a dataset of Full USPTO retrosynthesis dataset with 1.9M reactions from patents (1976-2016). Predict the reactants needed to synthesize the given product. (1) The reactants are: [CH:1]1[CH:2]=[CH:3][C:4]2[C:15](=[O:16])[C:14]3[C:9](=[C:10]([OH:18])[CH:11]=[CH:12][C:13]=3[OH:17])[C:7](=[O:8])[C:5]=2[CH:6]=1.C(=O)([O-])[O-].[K+].[K+].S([O-])(O[CH2:29][CH3:30])(=O)=O.[CH2:32](C(C)=O)[CH3:33]. Given the product [CH2:32]([O:18][C:10]1[C:9]2[C:7](=[O:8])[C:5]3[C:4](=[CH:3][CH:2]=[CH:1][CH:6]=3)[C:15](=[O:16])[C:14]=2[C:13]([O:17][CH2:29][CH3:30])=[CH:12][CH:11]=1)[CH3:33], predict the reactants needed to synthesize it. (2) The reactants are: Br[C:2]1[CH:7]=[CH:6][C:5]([N+:8]([O-:10])=[O:9])=[CH:4][N:3]=1.[C:11]([O:15][C:16](=[O:25])[N:17]([CH3:24])[CH:18]1[CH2:23][CH2:22][NH:21][CH2:20][CH2:19]1)([CH3:14])([CH3:13])[CH3:12].C(N(CC)CC)C. Given the product [C:11]([O:15][C:16](=[O:25])[N:17]([CH3:24])[CH:18]1[CH2:23][CH2:22][N:21]([C:2]2[CH:7]=[CH:6][C:5]([N+:8]([O-:10])=[O:9])=[CH:4][N:3]=2)[CH2:20][CH2:19]1)([CH3:14])([CH3:13])[CH3:12], predict the reactants needed to synthesize it. (3) The reactants are: [CH3:1][C:2]1[CH:11]=[C:10]([CH2:12][O:13][C:14]2[CH:19]=[CH:18][C:17]([S:20]([NH:23][C@H:24]3[CH2:28][NH:27][CH2:26][C@H:25]3[C:29]([OH:31])=[O:30])(=[O:22])=[O:21])=[CH:16][CH:15]=2)[C:9]2[C:4](=[CH:5][CH:6]=[CH:7][CH:8]=2)[N:3]=1.[C:32](O[C:32]([O:34][C:35]([CH3:38])([CH3:37])[CH3:36])=[O:33])([O:34][C:35]([CH3:38])([CH3:37])[CH3:36])=[O:33]. Given the product [C:35]([O:34][C:32]([N:27]1[CH2:28][C@H:24]([NH:23][S:20]([C:17]2[CH:18]=[CH:19][C:14]([O:13][CH2:12][C:10]3[C:9]4[C:4](=[CH:5][CH:6]=[CH:7][CH:8]=4)[N:3]=[C:2]([CH3:1])[CH:11]=3)=[CH:15][CH:16]=2)(=[O:21])=[O:22])[C@H:25]([C:29]([OH:31])=[O:30])[CH2:26]1)=[O:33])([CH3:38])([CH3:37])[CH3:36], predict the reactants needed to synthesize it. (4) The reactants are: [CH:1](=O)[CH:2]([CH3:4])[CH3:3].[C:6]([CH2:8][C:9]([O:11][CH3:12])=[O:10])#[N:7].C([O-])(=O)C.[NH4+].C(O)(=O)C. Given the product [CH3:12][O:11][C:9](=[O:10])[C:8]([C:6]#[N:7])=[CH:1][CH:2]([CH3:4])[CH3:3], predict the reactants needed to synthesize it. (5) The reactants are: [NH2:1][C:2]1[CH:7]=[CH:6][C:5]([Cl:8])=[CH:4][C:3]=1[CH:9]([C:11]1[CH:16]=[CH:15][CH:14]=[C:13]([O:17][C:18]([F:21])([F:20])[F:19])[C:12]=1[O:22][CH3:23])[OH:10].[CH3:24][O:25][C:26]1[CH:33]=[C:32]([O:34][CH3:35])[CH:31]=[CH:30][C:27]=1[CH:28]=O.[BH4-].[Na+]. Given the product [Cl:8][C:5]1[CH:6]=[CH:7][C:2]([NH:1][CH2:28][C:27]2[CH:30]=[CH:31][C:32]([O:34][CH3:35])=[CH:33][C:26]=2[O:25][CH3:24])=[C:3]([CH:9]([C:11]2[CH:16]=[CH:15][CH:14]=[C:13]([O:17][C:18]([F:19])([F:20])[F:21])[C:12]=2[O:22][CH3:23])[OH:10])[CH:4]=1, predict the reactants needed to synthesize it.